This data is from Reaction yield outcomes from USPTO patents with 853,638 reactions. The task is: Predict the reaction yield, written as a fraction of the theoretical maximum amount of product (1.0 means a 100% yield; for example, 0.34 means a 34% yield). (1) The reactants are [F:1][C:2]1[CH:10]=[CH:9][C:8]2[C:4](=[CH:5][N:6]([CH3:11])[N:7]=2)[C:3]=1[C@H:12]1[CH2:14][C@@H:13]1[CH2:15][NH:16]C(=O)OC(C)(C)C.[ClH:24].CO. The catalyst is CO. The product is [ClH:24].[ClH:24].[F:1][C:2]1[CH:10]=[CH:9][C:8]2[C:4](=[CH:5][N:6]([CH3:11])[N:7]=2)[C:3]=1[C@H:12]1[CH2:14][C@@H:13]1[CH2:15][NH2:16]. The yield is 1.00. (2) The reactants are Br[C:2]1[C:3]2[C:4]3[CH:17]=[CH:16][S:15][C:5]=3[C:6](=[O:14])[NH:7][C:8]=2[CH:9]=[CH:10][C:11]=1[O:12][CH3:13].[F:18][C:19]1[CH:31]=[C:30](B2OC(C)(C)C(C)(C)O2)[CH:29]=[CH:28][C:20]=1[CH2:21][N:22]1[CH2:26][CH2:25][CH:24]([OH:27])[CH2:23]1. The product is [F:18][C:19]1[CH:31]=[C:30]([C:2]2[C:3]3[C:4]4[CH:17]=[CH:16][S:15][C:5]=4[C:6](=[O:14])[NH:7][C:8]=3[CH:9]=[CH:10][C:11]=2[O:12][CH3:13])[CH:29]=[CH:28][C:20]=1[CH2:21][N:22]1[CH2:26][CH2:25][CH:24]([OH:27])[CH2:23]1. No catalyst specified. The yield is 0.480. (3) The reactants are FC(F)(F)C(O)=O.FC(F)(F)C(O)=O.[NH2:15][CH2:16][C@H:17]1[CH2:22][CH2:21][C@H:20]([N:23]2[C:27]3=[C:28]4[S:34][CH:33]=[CH:32][C:29]4=[N:30][CH:31]=[C:26]3[N:25]=[C:24]2[C@H:35]([OH:37])[CH3:36])[CH2:19][CH2:18]1.C(N(CC)CC)C.Cl[C:46]([O:48][CH2:49][CH2:50][CH3:51])=[O:47]. The catalyst is C(Cl)Cl. The product is [OH:37][C@@H:35]([C:24]1[N:23]([C@H:20]2[CH2:21][CH2:22][C@H:17]([CH2:16][NH:15][C:46](=[O:47])[O:48][CH2:49][CH2:50][CH3:51])[CH2:18][CH2:19]2)[C:27]2=[C:28]3[S:34][CH:33]=[CH:32][C:29]3=[N:30][CH:31]=[C:26]2[N:25]=1)[CH3:36]. The yield is 0.0700. (4) The reactants are F[B-](F)(F)F.CCCC[N+](CCCC)(CCCC)CCCC.[FH:23].[F-:24].[C:25]([CH:30]1[CH2:35][CH2:34][C:33](=O)[CH2:32][CH2:31]1)([O:27][CH2:28][CH3:29])=[O:26]. The catalyst is ClCCl. The product is [C:25]([CH:30]1[CH2:35][CH2:34][C:33]([F:24])([F:23])[CH2:32][CH2:31]1)([O:27][CH2:28][CH3:29])=[O:26]. The yield is 0.680. (5) The reactants are C(O[C@H:5]1[C@H:10]2[C@H:11]([O:12][CH2:13][C:14]3[CH:19]=[CH:18][CH:17]=[CH:16][CH:15]=3)[C@:7]([CH2:20][O:21][CH2:22][C:23]3[CH:28]=[CH:27][CH:26]=[CH:25][CH:24]=3)([CH2:8][O:9]2)[O:6]1)(=O)C.[C:29]([NH:37][C:38]1[N:46]=[CH:45][N:44]=[C:43]2[C:39]=1[NH:40][CH:41]=[N:42]2)(=[O:36])[C:30]1[CH:35]=[CH:34][CH:33]=[CH:32][CH:31]=1.O([Si](C)(C)C)S(C(F)(F)F)(=O)=O. The catalyst is C(#N)C. The product is [C:29]([NH:37][C:38]1[N:46]=[CH:45][N:44]=[C:43]2[C:39]=1[N:40]=[CH:41][N:42]2[C@@H:5]1[C@H:10]2[C@H:11]([O:12][CH2:13][C:14]3[CH:19]=[CH:18][CH:17]=[CH:16][CH:15]=3)[C@:7]([CH2:20][O:21][CH2:22][C:23]3[CH:28]=[CH:27][CH:26]=[CH:25][CH:24]=3)([CH2:8][O:9]2)[O:6]1)(=[O:36])[C:30]1[CH:35]=[CH:34][CH:33]=[CH:32][CH:31]=1. The yield is 0.450. (6) The reactants are [F:1][C:2]([F:18])([F:17])[C:3]1[CH:4]=[C:5]([CH2:13][C:14]([OH:16])=O)[CH:6]=[C:7]([C:9]([F:12])([F:11])[F:10])[CH:8]=1.[Cl:19][C:20]1[CH:21]=[C:22]([C@@:27]2([CH2:33][CH2:34][OH:35])[O:32][CH2:31][CH2:30][NH:29][CH2:28]2)[CH:23]=[CH:24][C:25]=1[Cl:26]. The catalyst is C(#N)C. The product is [F:1][C:2]([F:18])([F:17])[C:3]1[CH:4]=[C:5]([CH2:13][C:14]([N:29]2[CH2:30][CH2:31][O:32][C@:27]([CH2:33][CH2:34][OH:35])([C:22]3[CH:23]=[CH:24][C:25]([Cl:26])=[C:20]([Cl:19])[CH:21]=3)[CH2:28]2)=[O:16])[CH:6]=[C:7]([C:9]([F:12])([F:11])[F:10])[CH:8]=1. The yield is 0.681. (7) The reactants are [OH:1][C:2]1[CH:3]=[C:4]([CH2:8][C:9]([OH:11])=O)[CH:5]=[CH:6][CH:7]=1.O.ON1C2C=CC=CC=2N=N1.Cl.CN(C)CCCN=C=NCC.[Cl:35][C:36]1[CH:37]=[C:38]([CH:40]=[CH:41][C:42]=1[Cl:43])[NH2:39]. The catalyst is CN(C=O)C. The product is [Cl:35][C:36]1[CH:37]=[C:38]([NH:39][C:9](=[O:11])[CH2:8][C:4]2[CH:5]=[CH:6][CH:7]=[C:2]([OH:1])[CH:3]=2)[CH:40]=[CH:41][C:42]=1[Cl:43]. The yield is 0.620. (8) The reactants are [N:1]1([CH2:7][C:8]2[CH:23]=[CH:22][C:11]([CH2:12][C:13]3[CH:21]=[CH:20][C:16]([C:17](O)=[O:18])=[CH:15][CH:14]=3)=[CH:10][CH:9]=2)[CH2:6][CH2:5][O:4][CH2:3][CH2:2]1.CN(C(ON1N=NC2C=CC=NC1=2)=[N+](C)C)C.F[P-](F)(F)(F)(F)F.CCN(C(C)C)C(C)C.[NH2:57][C@H:58]([C:62]([O:64][CH3:65])=[O:63])[C@@H:59]([CH3:61])[OH:60].Cl. The catalyst is CN(C=O)C.CCOC(C)=O. The product is [CH3:65][O:64][C:62](=[O:63])[C@@H:58]([NH:57][C:17](=[O:18])[C:16]1[CH:15]=[CH:14][C:13]([CH2:12][C:11]2[CH:22]=[CH:23][C:8]([CH2:7][N:1]3[CH2:2][CH2:3][O:4][CH2:5][CH2:6]3)=[CH:9][CH:10]=2)=[CH:21][CH:20]=1)[C@H:59]([OH:60])[CH3:61]. The yield is 0.820. (9) The reactants are [C:1]([O:5][C:6]([N:8]1[CH2:20][C@@H:19]([CH3:21])[N:18]2[C:10](=[CH:11][C:12]3[C:17]2=[N:16][C:15]([Cl:22])=[CH:14][CH:13]=3)[CH2:9]1)=[O:7])([CH3:4])([CH3:3])[CH3:2].C([BH3-])#N.[Na+].C(=O)([O-])[O-].[Na+].[Na+]. The catalyst is C(O)(=O)C. The product is [C:1]([O:5][C:6]([N:8]1[CH2:20][C@@H:19]([CH3:21])[N:18]2[C@H:10]([CH2:11][C:12]3[C:17]2=[N:16][C:15]([Cl:22])=[CH:14][CH:13]=3)[CH2:9]1)=[O:7])([CH3:4])([CH3:2])[CH3:3]. The yield is 0.657.